This data is from Full USPTO retrosynthesis dataset with 1.9M reactions from patents (1976-2016). The task is: Predict the reactants needed to synthesize the given product. Given the product [CH3:13][C:6]1[CH:5]=[CH:4][N:3]=[C:2]([NH2:14])[C:7]=1[N:8]1[CH:12]=[CH:11][CH:10]=[CH:9]1, predict the reactants needed to synthesize it. The reactants are: F[C:2]1[C:7]([N:8]2[CH:12]=[CH:11][CH:10]=[CH:9]2)=[C:6]([CH3:13])[CH:5]=[CH:4][N:3]=1.[NH3:14].